This data is from Peptide-MHC class II binding affinity with 134,281 pairs from IEDB. The task is: Regression. Given a peptide amino acid sequence and an MHC pseudo amino acid sequence, predict their binding affinity value. This is MHC class II binding data. The peptide sequence is FVQALTTAAASYASV. The binding affinity (normalized) is 0.591. The MHC is DRB1_1201 with pseudo-sequence DRB1_1201.